Task: Regression/Classification. Given a drug SMILES string, predict its absorption, distribution, metabolism, or excretion properties. Task type varies by dataset: regression for continuous measurements (e.g., permeability, clearance, half-life) or binary classification for categorical outcomes (e.g., BBB penetration, CYP inhibition). For this dataset (solubility_aqsoldb), we predict Y.. Dataset: Aqueous solubility values for 9,982 compounds from the AqSolDB database (1) The compound is Cc1cccnc1C. The Y is 0.0938 log mol/L. (2) The drug is CN(C)c1ccc(N=NS(=O)(=O)[O-])cc1.[Na+]. The Y is -1.10 log mol/L. (3) The drug is CCC=C(C)C1(CC)C(=O)NC(=O)NC1=O. The Y is -2.31 log mol/L. (4) The compound is Clc1ccccc1-c1cccc(Cl)c1Cl. The Y is -5.94 log mol/L. (5) The drug is COc1ccc2cc(C(C)C(=O)OCC(N)=O)ccc2c1. The Y is -3.93 log mol/L. (6) The drug is [Cl-].[NH4+]. The Y is 0.842 log mol/L. (7) The compound is COc1ccc2cc(C(C)C(=O)OC3CCCCC3=O)ccc2c1. The Y is -5.59 log mol/L. (8) The compound is CCCC(=O)CCC. The Y is -1.48 log mol/L. (9) The drug is O=C(O)CC(CP1(=O)Oc2ccccc2-c2ccccc21)C(=O)O. The Y is -2.81 log mol/L. (10) The compound is CCn1cc(C(=O)OCOC(=O)C(C)C)c(=O)c2ccc(C)nc21. The Y is -3.02 log mol/L.